This data is from Catalyst prediction with 721,799 reactions and 888 catalyst types from USPTO. The task is: Predict which catalyst facilitates the given reaction. (1) Reactant: [Br:1][C:2]1[CH:3]=[CH:4][C:5]([O:24][CH2:25][C@@H:26]([CH3:29])[CH2:27][CH3:28])=[C:6]([C:8]2[CH:13]=[CH:12][CH:11]=[CH:10][C:9]=2[C:14]2[N:19]=[C:18]([C:20]([O:22]C)=[O:21])[CH:17]=[CH:16][CH:15]=2)[CH:7]=1.[OH-].[Na+]. Product: [Br:1][C:2]1[CH:3]=[CH:4][C:5]([O:24][CH2:25][C@@H:26]([CH3:29])[CH2:27][CH3:28])=[C:6]([C:8]2[CH:13]=[CH:12][CH:11]=[CH:10][C:9]=2[C:14]2[N:19]=[C:18]([C:20]([OH:22])=[O:21])[CH:17]=[CH:16][CH:15]=2)[CH:7]=1. The catalyst class is: 5. (2) Reactant: [CH2:1]([O:8][CH2:9][C:10]1[O:14][N:13]=[C:12]([C:15]([OH:17])=O)[CH:11]=1)[C:2]1[CH:7]=[CH:6][CH:5]=[CH:4][CH:3]=1.[CH3:18][C:19]1([CH2:23][NH2:24])[CH2:22][O:21][CH2:20]1.ON1C2C=CC=CC=2N=N1.Cl.C(N=C=NCCCN(C)C)C.Cl. Product: [CH3:18][C:19]1([CH2:23][NH:24][C:15]([C:12]2[CH:11]=[C:10]([CH2:9][O:8][CH2:1][C:2]3[CH:3]=[CH:4][CH:5]=[CH:6][CH:7]=3)[O:14][N:13]=2)=[O:17])[CH2:22][O:21][CH2:20]1. The catalyst class is: 22. (3) Reactant: [F:1][C:2]1[CH:7]=[C:6]([F:8])[CH:5]=[CH:4][C:3]=1[N:9]1[C:13]([C:14]2[S:23][C:22]3[C:21]4[N:24]=[C:25]([C:28]5[CH:29]=[N:30][C:31](F)=[CH:32][CH:33]=5)[CH:26]=[CH:27][C:20]=4[O:19][CH2:18][CH2:17][C:16]=3[CH:15]=2)=[N:12][CH:11]=[N:10]1.[CH3:35][NH:36][CH3:37]. Product: [F:1][C:2]1[CH:7]=[C:6]([F:8])[CH:5]=[CH:4][C:3]=1[N:9]1[C:13]([C:14]2[S:23][C:22]3[C:21]4[N:24]=[C:25]([C:28]5[CH:33]=[CH:32][C:31]([N:36]([CH3:37])[CH3:35])=[N:30][CH:29]=5)[CH:26]=[CH:27][C:20]=4[O:19][CH2:18][CH2:17][C:16]=3[CH:15]=2)=[N:12][CH:11]=[N:10]1. The catalyst class is: 37.